From a dataset of Full USPTO retrosynthesis dataset with 1.9M reactions from patents (1976-2016). Predict the reactants needed to synthesize the given product. (1) Given the product [C:2]([O-:5])(=[O:3])[CH3:4].[Ca+2:6].[C:2]([O-:5])(=[O:3])[CH3:4], predict the reactants needed to synthesize it. The reactants are: C[C:2]([CH3:4])=[O:3].[OH-:5].[Ca+2:6].[OH-]. (2) Given the product [CH3:18][O:19][C@@H:20]1[C@@H:21]([CH2:22][O:66][C:67](=[O:74])[C:68]2[CH:73]=[CH:72][CH:71]=[CH:70][CH:69]=2)[O:47][C@@H:25]([O:86][C:84]2[CH:85]=[C:80]([CH2:79][O:78][C:75](=[O:77])[CH3:76])[CH:81]=[CH:82][C:83]=2[CH2:87][C:88]2[CH:89]=[CH:90][C:91]([CH2:94][CH3:95])=[CH:92][CH:93]=2)[C@H:24]([O:48][C:49](=[O:56])[C:50]2[CH:51]=[CH:52][CH:53]=[CH:54][CH:55]=2)[C@H:23]1[O:57][C:58](=[O:65])[C:59]1[CH:64]=[CH:63][CH:62]=[CH:61][CH:60]=1, predict the reactants needed to synthesize it. The reactants are: ClC(Cl)(Cl)C#N.C1CCN2C(=NCCC2)CC1.[CH3:18][O:19][CH2:20][C@H:21]1[O:47][C@@H:25](OC2C=C(COC(=O)C)C=CC=2CC2C=CC(CC)=CC=2)[C@H:24]([O:48][C:49](=[O:56])[C:50]2[CH:55]=[CH:54][CH:53]=[CH:52][CH:51]=2)[C@@H:23]([O:57][C:58](=[O:65])[C:59]2[CH:64]=[CH:63][CH:62]=[CH:61][CH:60]=2)[C@@H:22]1[O:66][C:67](=[O:74])[C:68]1[CH:73]=[CH:72][CH:71]=[CH:70][CH:69]=1.[C:75]([O:78][CH2:79][C:80]1[CH:81]=[CH:82][C:83]([CH2:87][C:88]2[CH:93]=[CH:92][C:91]([CH2:94][CH3:95])=[CH:90][CH:89]=2)=[C:84]([OH:86])[CH:85]=1)(=[O:77])[CH3:76]. (3) Given the product [F:1][C:2]1[C:11]([C:12](=[CH2:21])[C:13]([O:15][CH3:16])=[O:14])=[C:10]2[C:5]([CH:6]=[CH:7][C:8]([O:17][CH3:18])=[N:9]2)=[CH:4][CH:3]=1, predict the reactants needed to synthesize it. The reactants are: [F:1][C:2]1[C:11]([CH2:12][C:13]([O:15][CH3:16])=[O:14])=[C:10]2[C:5]([CH:6]=[CH:7][C:8]([O:17][CH3:18])=[N:9]2)=[CH:4][CH:3]=1.C=O.[C:21](=O)([O-])[O-].[K+].[K+].O. (4) Given the product [N:48]1[C:49]([C:57]2[CH:58]=[C:59]([NH:63][C:21]([C:18]3[O:19][C:20]4[C:12]([O:11][CH3:10])=[CH:13][CH:14]=[CH:15][C:16]=4[CH:17]=3)=[O:23])[CH:60]=[CH:61][CH:62]=2)=[CH:50][N:51]2[CH:56]=[CH:55][CH:54]=[CH:53][C:52]=12, predict the reactants needed to synthesize it. The reactants are: CCN(C(C)C)C(C)C.[CH3:10][O:11][C:12]1[C:20]2[O:19][C:18]([C:21]([OH:23])=O)=[CH:17][C:16]=2[CH:15]=[CH:14][CH:13]=1.CN(C(ON1N=NC2C=CC=NC1=2)=[N+](C)C)C.F[P-](F)(F)(F)(F)F.[N:48]1[C:49]([C:57]2[CH:58]=[C:59]([NH2:63])[CH:60]=[CH:61][CH:62]=2)=[CH:50][N:51]2[CH:56]=[CH:55][CH:54]=[CH:53][C:52]=12. (5) Given the product [CH3:40][O:41][C:42](=[O:70])[NH:43][CH:44]([C:48]([N:50]1[CH:57]([C:58]2[NH:59][C:60]([C:63]3[CH:68]=[CH:67][C:66]([C:27]4[CH:26]=[CH:25][C:24]([C:21]5[NH:20][C:19]([CH:18]6[CH2:17][C:13]7([CH2:14][CH2:15][CH2:16]7)[O:12][N:11]6[C:9](=[O:10])[CH:5]([NH:4][C:3]([O:2][CH3:1])=[O:39])[CH:6]([CH3:7])[CH3:8])=[N:23][CH:22]=5)=[CH:29][CH:28]=4)=[CH:65][CH:64]=3)=[CH:61][N:62]=2)[CH2:56][C:52]2([CH2:55][CH2:54][CH2:53]2)[O:51]1)=[O:49])[CH:45]([CH3:47])[CH3:46], predict the reactants needed to synthesize it. The reactants are: [CH3:1][O:2][C:3](=[O:39])[NH:4][CH:5]([C:9]([N:11]1[CH:18]([C:19]2[NH:20][C:21]([C:24]3[CH:29]=[CH:28][C:27](B4OC(C)(C)C(C)(C)O4)=[CH:26][CH:25]=3)=[CH:22][N:23]=2)[CH2:17][C:13]2([CH2:16][CH2:15][CH2:14]2)[O:12]1)=[O:10])[CH:6]([CH3:8])[CH3:7].[CH3:40][O:41][C:42](=[O:70])[NH:43][CH:44]([C:48]([N:50]1[CH:57]([C:58]2[NH:59][C:60]([C:63]3[CH:68]=[CH:67][C:66](Br)=[CH:65][CH:64]=3)=[CH:61][N:62]=2)[CH2:56][C:52]2([CH2:55][CH2:54][CH2:53]2)[O:51]1)=[O:49])[CH:45]([CH3:47])[CH3:46].C(=O)([O-])[O-].[K+].[K+]. (6) The reactants are: [C:1]([C:4]12[CH2:11][CH2:10][C:7]([NH:12][CH2:13][C:14]([N:16]3[CH2:20][C@@H:19]([F:21])[CH2:18][C@H:17]3[C:22]#[N:23])=[O:15])([CH2:8][CH2:9]1)[CH2:6][CH2:5]2)(O)=[O:2].[CH3:24][C:25]1[CH:32]=[CH:31][C:28]([CH2:29][NH2:30])=[CH:27][CH:26]=1. Given the product [F:21][C@@H:19]1[CH2:20][N:16]([C:14](=[O:15])[CH2:13][NH:12][C:7]23[CH2:10][CH2:11][C:4]([C:1]([NH:30][CH2:29][C:28]4[CH:31]=[CH:32][C:25]([CH3:24])=[CH:26][CH:27]=4)=[O:2])([CH2:9][CH2:8]2)[CH2:5][CH2:6]3)[C@H:17]([C:22]#[N:23])[CH2:18]1, predict the reactants needed to synthesize it. (7) Given the product [CH3:1][O:2][C:3]1[CH:4]=[C:5]2[C:10](=[CH:11][C:12]=1[O:13][CH3:14])[N:9]=[CH:8][N:7]=[C:6]2[O:15][C:16]1[CH:22]=[CH:21][C:19]([NH:20][C:36]([NH:51][CH2:50][CH2:49][N:44]2[CH2:48][CH2:47][CH2:46][CH2:45]2)=[O:42])=[C:18]([O:23][CH3:24])[CH:17]=1, predict the reactants needed to synthesize it. The reactants are: [CH3:1][O:2][C:3]1[CH:4]=[C:5]2[C:10](=[CH:11][C:12]=1[O:13][CH3:14])[N:9]=[CH:8][N:7]=[C:6]2[O:15][C:16]1[CH:22]=[CH:21][C:19]([NH2:20])=[C:18]([O:23][CH3:24])[CH:17]=1.C(N(CC)CC)C.ClC(Cl)(O[C:36](=[O:42])OC(Cl)(Cl)Cl)Cl.[N:44]1([CH2:49][CH2:50][NH2:51])[CH2:48][CH2:47][CH2:46][CH2:45]1. (8) Given the product [F:31][C:2]([F:1])([F:32])[S:3]([O:6][C:7]1[CH:12]=[CH:11][C:10]([O:13][C:14]2[C:22]([CH3:23])=[CH:21][C:20]([N+:24]([O-:26])=[O:25])=[C:19]3[C:15]=2[CH2:16][CH2:17][CH2:18]3)=[C:9]([OH:27])[C:8]=1[CH2:28][CH3:29])(=[O:4])=[O:5], predict the reactants needed to synthesize it. The reactants are: [F:1][C:2]([F:32])([F:31])[S:3]([O:6][C:7]1[CH:12]=[CH:11][C:10]([O:13][C:14]2[C:22]([CH3:23])=[CH:21][C:20]([N+:24]([O-:26])=[O:25])=[C:19]3[C:15]=2[CH2:16][CH2:17][CH2:18]3)=[C:9]([OH:27])[C:8]=1[C:28](=O)[CH3:29])(=[O:5])=[O:4].C([SiH](CC)CC)C.FC(F)(F)C(O)=O.O.